From a dataset of Forward reaction prediction with 1.9M reactions from USPTO patents (1976-2016). Predict the product of the given reaction. (1) Given the reactants [Br:1][C:2]1[CH:3]=[C:4]([Cl:13])[C:5]([C:8]2([CH2:11][NH2:12])[CH2:10][CH2:9]2)=[N:6][CH:7]=1.C(N(CC)CC)C.[F:21][C:22]1[CH:30]=[CH:29][CH:28]=[C:27]([F:31])[C:23]=1[C:24](Cl)=[O:25].O, predict the reaction product. The product is: [Br:1][C:2]1[CH:3]=[C:4]([Cl:13])[C:5]([C:8]2([CH2:11][NH:12][C:24](=[O:25])[C:23]3[C:22]([F:21])=[CH:30][CH:29]=[CH:28][C:27]=3[F:31])[CH2:9][CH2:10]2)=[N:6][CH:7]=1. (2) Given the reactants [CH:1]1([N:5]2[CH2:10][CH2:9][N:8]([C:11]3[CH:16]=[CH:15][C:14]([N+:17]([O-])=O)=[CH:13][CH:12]=3)[CH2:7][CH2:6]2)[CH2:4][CH2:3][CH2:2]1, predict the reaction product. The product is: [CH:1]1([N:5]2[CH2:10][CH2:9][N:8]([C:11]3[CH:16]=[CH:15][C:14]([NH2:17])=[CH:13][CH:12]=3)[CH2:7][CH2:6]2)[CH2:4][CH2:3][CH2:2]1.